From a dataset of NCI-60 drug combinations with 297,098 pairs across 59 cell lines. Regression. Given two drug SMILES strings and cell line genomic features, predict the synergy score measuring deviation from expected non-interaction effect. Drug 1: C1CC(C1)(C(=O)O)C(=O)O.[NH2-].[NH2-].[Pt+2]. Drug 2: C(CN)CNCCSP(=O)(O)O. Cell line: UACC62. Synergy scores: CSS=23.1, Synergy_ZIP=-8.02, Synergy_Bliss=-3.64, Synergy_Loewe=-27.8, Synergy_HSA=-3.66.